This data is from Full USPTO retrosynthesis dataset with 1.9M reactions from patents (1976-2016). The task is: Predict the reactants needed to synthesize the given product. (1) Given the product [C:1]([C:3]1[CH:4]=[CH:5][C:6]([C:9]2[C:10]([CH3:26])=[N:11][N:12]([CH2:15][C:16]3[CH:17]=[CH:18][C:19]([C:20]([OH:22])=[O:21])=[CH:24][CH:25]=3)[C:13]=2[CH3:14])=[CH:7][CH:8]=1)#[N:2], predict the reactants needed to synthesize it. The reactants are: [C:1]([C:3]1[CH:8]=[CH:7][C:6]([C:9]2[C:10]([CH3:26])=[N:11][N:12]([CH2:15][C:16]3[CH:25]=[CH:24][C:19]([C:20]([O:22]C)=[O:21])=[CH:18][CH:17]=3)[C:13]=2[CH3:14])=[CH:5][CH:4]=1)#[N:2].[OH-].[Na+].Cl. (2) Given the product [Cl:25][C:26]1[CH:27]=[C:28]([NH:29][C:7]([C:4]2[CH:3]=[CH:2][C:1]([C:10]3[CH:15]=[CH:14][CH:13]=[CH:12][CH:11]=3)=[CH:6][CH:5]=2)=[O:9])[CH:30]=[CH:31][C:32]=1[F:33], predict the reactants needed to synthesize it. The reactants are: [C:1]1([C:10]2[CH:15]=[CH:14][CH:13]=[CH:12][CH:11]=2)[CH:6]=[CH:5][C:4]([C:7]([OH:9])=O)=[CH:3][CH:2]=1.C(N(CC)C(C)C)(C)C.[Cl:25][C:26]1[CH:27]=[C:28]([CH:30]=[CH:31][C:32]=1[F:33])[NH2:29].